This data is from Forward reaction prediction with 1.9M reactions from USPTO patents (1976-2016). The task is: Predict the product of the given reaction. (1) Given the reactants C([O:3][C:4](=O)[C:5]([F:24])([F:23])[C@@:6]([C:16]1[CH:21]=[CH:20][CH:19]=[CH:18][C:17]=1[F:22])([NH:9][S@@:10]([C:12]([CH3:15])([CH3:14])[CH3:13])=[O:11])[CH2:7][F:8])C.[Cl-].[NH4+], predict the reaction product. The product is: [F:24][C:5]([F:23])([CH2:4][OH:3])[C@@:6]([NH:9][S:10]([C:12]([CH3:13])([CH3:14])[CH3:15])=[O:11])([CH2:7][F:8])[C:16]1[CH:21]=[CH:20][CH:19]=[CH:18][C:17]=1[F:22]. (2) Given the reactants [F:1][C:2]1[CH:3]=[CH:4][C:5](B2OC(C)(C)C(C)(C)O2)=[C:6]2[C:10]=1[C@H:9]([O:11][C:12]1[CH:25]=[CH:24][C:15]3[C@H:16]([CH2:19][C:20]([O:22][CH3:23])=[O:21])[CH2:17][O:18][C:14]=3[CH:13]=1)[CH2:8][CH2:7]2.Br[C:36]1[C:41]([CH3:42])=[CH:40][C:39]([O:43][CH2:44][C:45]([CH3:50])([CH3:49])[CH2:46][O:47][CH3:48])=[CH:38][C:37]=1[CH3:51], predict the reaction product. The product is: [F:1][C:2]1[CH:3]=[CH:4][C:5]([C:36]2[C:41]([CH3:42])=[CH:40][C:39]([O:43][CH2:44][C:45]([CH3:49])([CH3:50])[CH2:46][O:47][CH3:48])=[CH:38][C:37]=2[CH3:51])=[C:6]2[C:10]=1[C@H:9]([O:11][C:12]1[CH:25]=[CH:24][C:15]3[C@H:16]([CH2:19][C:20]([O:22][CH3:23])=[O:21])[CH2:17][O:18][C:14]=3[CH:13]=1)[CH2:8][CH2:7]2. (3) Given the reactants C[O:2][C:3]([CH:5]1[CH2:7][C:6]1([C:16]#[N:17])[C:8]1[CH:13]=[CH:12][C:11]([Cl:14])=[C:10]([Cl:15])[CH:9]=1)=O.CSC.B, predict the reaction product. The product is: [Cl:15][C:10]1[CH:9]=[C:8]([C:6]2([C:16]#[N:17])[CH2:7][CH:5]2[CH2:3][OH:2])[CH:13]=[CH:12][C:11]=1[Cl:14]. (4) Given the reactants [F:1][C:2]([F:20])([F:19])[C:3]1[CH:4]=[CH:5][C:6]([NH:9][C@@H:10]2[CH2:18][N:13]3[CH2:14][CH2:15][NH:16][CH2:17][C@@H:12]3[CH2:11]2)=[N:7][CH:8]=1.C(N(CC)CC)C.[CH2:28]([CH:30]([CH2:34][CH3:35])[C:31](Cl)=[O:32])[CH3:29], predict the reaction product. The product is: [CH2:28]([CH:30]([CH2:34][CH3:35])[C:31]([N:16]1[CH2:15][CH2:14][N:13]2[CH2:18][C@@H:10]([NH:9][C:6]3[CH:5]=[CH:4][C:3]([C:2]([F:1])([F:19])[F:20])=[CH:8][N:7]=3)[CH2:11][C@H:12]2[CH2:17]1)=[O:32])[CH3:29].